Dataset: CYP3A4 inhibition data for predicting drug metabolism from PubChem BioAssay. Task: Regression/Classification. Given a drug SMILES string, predict its absorption, distribution, metabolism, or excretion properties. Task type varies by dataset: regression for continuous measurements (e.g., permeability, clearance, half-life) or binary classification for categorical outcomes (e.g., BBB penetration, CYP inhibition). Dataset: cyp3a4_veith. (1) The compound is CC(=O)Nc1ccc(S(=O)(=O)NCCc2ccc(F)cc2)cc1. The result is 0 (non-inhibitor). (2) The molecule is Cc1ccc(OCCOCCn2ccnc2)c(Br)c1. The result is 1 (inhibitor). (3) The drug is COc1ccc(-c2nc(N)c3ncn([C@H]4O[C@@H](CO)[C@@H](O)[C@@H]4O)c3n2)cc1. The result is 0 (non-inhibitor). (4) The molecule is CCCCSc1nnc(-c2cc3c(C(F)(F)F)nn(C)c3s2)n1C. The result is 0 (non-inhibitor). (5) The molecule is COc1ccc(Oc2nc3ccccc3nc2C(F)(F)F)cc1. The result is 0 (non-inhibitor). (6) The drug is N=c1c2cn[nH]c2ncn1Nc1ccccc1. The result is 0 (non-inhibitor). (7) The compound is Oc1ccc2ccccc2c1C=NCc1c(O)ccc2ccccc12. The result is 0 (non-inhibitor).